Dataset: Full USPTO retrosynthesis dataset with 1.9M reactions from patents (1976-2016). Task: Predict the reactants needed to synthesize the given product. (1) The reactants are: Br[C:2]1[CH:22]=[C:21]([CH3:23])[CH:20]=[CH:19][C:3]=1[O:4][C:5]1[C:14]2[C:9](=[CH:10][C:11]([O:17][CH3:18])=[C:12]([O:15][CH3:16])[CH:13]=2)[N:8]=[CH:7][CH:6]=1.C([Li])CCC.CCCCCC.[C:35]([C:39]1[CH:44]=[CH:43][C:42]([C:45](Cl)=[O:46])=[CH:41][CH:40]=1)([CH3:38])([CH3:37])[CH3:36].O. Given the product [C:35]([C:39]1[CH:40]=[CH:41][C:42]([C:45]([C:2]2[CH:22]=[C:21]([CH3:23])[CH:20]=[CH:19][C:3]=2[O:4][C:5]2[C:14]3[C:9](=[CH:10][C:11]([O:17][CH3:18])=[C:12]([O:15][CH3:16])[CH:13]=3)[N:8]=[CH:7][CH:6]=2)=[O:46])=[CH:43][CH:44]=1)([CH3:38])([CH3:36])[CH3:37], predict the reactants needed to synthesize it. (2) The reactants are: [CH2:1]([O:8][C:9]1[CH:14]=[C:13]([F:15])[CH:12]=[C:11](Br)[CH:10]=1)[C:2]1[CH:7]=[CH:6][CH:5]=[CH:4][CH:3]=1.[C:17]([O:21][CH3:22])(=[O:20])[CH:18]=[CH2:19].C1(P(C2C=CC=CC=2)C2C=CC=CC=2)C=CC=CC=1.C(N(CC)CC)C. Given the product [CH2:1]([O:8][C:9]1[CH:10]=[C:11]([CH:19]=[CH:18][C:17]([O:21][CH3:22])=[O:20])[CH:12]=[C:13]([F:15])[CH:14]=1)[C:2]1[CH:7]=[CH:6][CH:5]=[CH:4][CH:3]=1, predict the reactants needed to synthesize it. (3) Given the product [ClH:19].[S:1]1[CH:5]=[CH:4][C:3]2[C:6]([N:10]3[CH2:15][CH2:14][NH:13][CH2:12][CH2:11]3)=[CH:7][CH:8]=[CH:9][C:2]1=2, predict the reactants needed to synthesize it. The reactants are: [S:1]1[CH:5]=[CH:4][C:3]2[C:6]([N:10]3[CH2:15][CH2:14][N:13](C(=O)C)[CH2:12][CH2:11]3)=[CH:7][CH:8]=[CH:9][C:2]1=2.[ClH:19].O1CCOCC1. (4) Given the product [Cl:1][C:2]1[CH:10]=[CH:9][CH:8]=[C:7]2[C:3]=1[CH:4]=[C:5]([CH:18]([NH2:27])[CH3:19])[N:6]2[C:11]1[CH:16]=[CH:15][CH:14]=[C:13]([F:17])[CH:12]=1, predict the reactants needed to synthesize it. The reactants are: [Cl:1][C:2]1[CH:10]=[CH:9][CH:8]=[C:7]2[C:3]=1[CH:4]=[C:5]([C:18](=O)[CH3:19])[N:6]2[C:11]1[CH:16]=[CH:15][CH:14]=[C:13]([F:17])[CH:12]=1.C([O-])(=O)C.[NH4+].C([BH3-])#[N:27].[Na+]. (5) Given the product [OH:1][C:2]([CH3:29])([C:3]([NH:33][CH2:32][C:31]([F:38])([F:30])[C:34]([F:37])([F:36])[F:35])=[O:5])[C:6]([NH:8][C@@H:9]1[C:15](=[O:16])[N:14]([CH2:17][CH2:18][O:19][CH3:20])[C:13]2[CH:21]=[CH:22][CH:23]=[CH:24][C:12]=2[C:11]2[CH:25]=[CH:26][CH:27]=[CH:28][C:10]1=2)=[O:7], predict the reactants needed to synthesize it. The reactants are: [OH:1][C:2]([CH3:29])([C:6]([NH:8][C@@H:9]1[C:15](=[O:16])[N:14]([CH2:17][CH2:18][O:19][CH3:20])[C:13]2[CH:21]=[CH:22][CH:23]=[CH:24][C:12]=2[C:11]2[CH:25]=[CH:26][CH:27]=[CH:28][C:10]1=2)=[O:7])[C:3]([OH:5])=O.[F:30][C:31]([F:38])([C:34]([F:37])([F:36])[F:35])[CH2:32][NH2:33]. (6) Given the product [CH2:21]([N:5]1[C:6]2[C:11](=[CH:10][C:9]([CH:12]([CH2:15][CH2:16][CH2:17][CH2:18][CH3:19])[CH2:13][OH:14])=[CH:8][CH:7]=2)[C:2]([CH3:20])([CH3:1])[CH2:3][CH2:4]1)[CH3:22], predict the reactants needed to synthesize it. The reactants are: [CH3:1][C:2]1([CH3:20])[C:11]2[C:6](=[CH:7][CH:8]=[C:9]([CH:12]([CH2:15][CH2:16][CH2:17][CH2:18][CH3:19])[CH2:13][OH:14])[CH:10]=2)[NH:5][CH2:4][CH2:3]1.[CH:21](=O)[CH3:22].C(O[BH-](OC(=O)C)OC(=O)C)(=O)C.[Na+].C(O)(=O)C. (7) Given the product [Br:20][CH2:1][C:2]1[S:6][C:5]([C:7]2[CH:12]=[CH:11][CH:10]=[CH:9][CH:8]=2)=[N:4][C:3]=1[C:13]([O:15][C:16]([CH3:19])([CH3:18])[CH3:17])=[O:14], predict the reactants needed to synthesize it. The reactants are: [CH3:1][C:2]1[S:6][C:5]([C:7]2[CH:12]=[CH:11][CH:10]=[CH:9][CH:8]=2)=[N:4][C:3]=1[C:13]([O:15][C:16]([CH3:19])([CH3:18])[CH3:17])=[O:14].[Br:20]N1C(=O)CCC1=O.